From a dataset of Forward reaction prediction with 1.9M reactions from USPTO patents (1976-2016). Predict the product of the given reaction. (1) The product is: [NH2:8][C:5]1[CH:6]=[CH:7][C:2]([F:1])=[CH:3][C:4]=1[NH:16][C:17]1[N:22]=[C:21]([NH:23][C@H:24]2[C:33]3[C:28](=[C:29]([F:34])[CH:30]=[CH:31][CH:32]=3)[O:27][CH2:26][CH2:25]2)[C:20]([N+:35]([O-:37])=[O:36])=[CH:19][N:18]=1. Given the reactants [F:1][C:2]1[CH:7]=[CH:6][C:5]([NH:8]C(=O)OC(C)(C)C)=[C:4]([NH:16][C:17]2[N:22]=[C:21]([NH:23][C@H:24]3[C:33]4[C:28](=[C:29]([F:34])[CH:30]=[CH:31][CH:32]=4)[O:27][CH2:26][CH2:25]3)[C:20]([N+:35]([O-:37])=[O:36])=[CH:19][N:18]=2)[CH:3]=1, predict the reaction product. (2) Given the reactants [N+:1]([C:4]1[CH:5]=[CH:6][C:7]([O:10][C:11]2[CH:12]=[C:13]3[C:18](=[CH:19][CH:20]=2)[O:17][CH:16]([C:21]2[CH:26]=[CH:25][CH:24]=[CH:23][CH:22]=2)[CH2:15][CH2:14]3)=[N:8][CH:9]=1)([O-:3])=[O:2].[Cl:27]C1C=CC=CC=1C1CCC2C(=CC=C(O)C=2)O1, predict the reaction product. The product is: [Cl:27][C:26]1[CH:25]=[CH:24][CH:23]=[CH:22][C:21]=1[CH:16]1[CH2:15][CH2:14][C:13]2[C:18](=[CH:19][CH:20]=[C:11]([O:10][C:7]3[CH:6]=[CH:5][C:4]([N+:1]([O-:3])=[O:2])=[CH:9][N:8]=3)[CH:12]=2)[O:17]1. (3) The product is: [N:40]1([CH2:47][CH2:48][O:49][C:50]2[CH:55]=[CH:54][C:53]([CH2:56][CH2:57][N:58]([CH2:79][CH3:80])[C:59]3[CH:64]=[C:63]([OH:65])[CH:62]=[CH:61][C:60]=3[CH:67]3[CH2:76][CH2:75][C:74]4[CH:73]=[C:72]([OH:77])[CH:71]=[CH:70][C:69]=4[CH2:68]3)=[CH:52][CH:51]=2)[CH2:46][CH2:45][CH2:44][CH2:43][CH2:42][CH2:41]1. Given the reactants N1(CCOC2C=CC(CCNC3C=C(OC)C=CC=3C3CCC4C(=CC=C(OC)C=4)C3)=CC=2)CCCCCC1.[N:40]1([CH2:47][CH2:48][O:49][C:50]2[CH:55]=[CH:54][C:53]([CH2:56][CH2:57][N:58]([CH2:79][CH3:80])[C:59]3[CH:64]=[C:63]([O:65]C)[CH:62]=[CH:61][C:60]=3[CH:67]3[CH2:76][CH2:75][C:74]4[C:69](=[CH:70][CH:71]=[C:72]([O:77]C)[CH:73]=4)[CH2:68]3)=[CH:52][CH:51]=2)[CH2:46][CH2:45][CH2:44][CH2:43][CH2:42][CH2:41]1, predict the reaction product. (4) Given the reactants CCN(C(C)C)C(C)C.[F:10][C:11]([F:28])([F:27])[O:12][C:13]1[CH:14]=[CH:15][CH:16]=[C:17]2[C:22]=1[O:21][C:20](=[O:23])[C:19]([C:24]([OH:26])=O)=[CH:18]2.CN(C(ON1N=NC2C=CC=NC1=2)=[N+](C)C)C.F[P-](F)(F)(F)(F)F.[O:53]([C:60]1[CH:65]=[CH:64][C:63]([C:66]2[CH:71]=[CH:70][CH:69]=[C:68]([NH2:72])[CH:67]=2)=[CH:62][CH:61]=1)[C:54]1[CH:59]=[CH:58][CH:57]=[CH:56][CH:55]=1, predict the reaction product. The product is: [O:53]([C:60]1[CH:65]=[CH:64][C:63]([C:66]2[CH:71]=[CH:70][CH:69]=[C:68]([NH:72][C:24]([C:19]3[C:20](=[O:23])[O:21][C:22]4[C:17]([CH:18]=3)=[CH:16][CH:15]=[CH:14][C:13]=4[O:12][C:11]([F:10])([F:28])[F:27])=[O:26])[CH:67]=2)=[CH:62][CH:61]=1)[C:54]1[CH:55]=[CH:56][CH:57]=[CH:58][CH:59]=1. (5) The product is: [CH3:25][O:24][C:22]([C@@H:19]1[CH2:20][O:21][C:3]([CH3:5])([CH3:4])[N:18]1[C:26]([O:28][C:29]([CH3:32])([CH3:31])[CH3:30])=[O:27])=[O:23]. Given the reactants CO[C:3](OC)([CH3:5])[CH3:4].C1(S(O)(=O)=O)C=CC=CC=1.[NH:18]([C:26]([O:28][C:29]([CH3:32])([CH3:31])[CH3:30])=[O:27])[C@H:19]([C:22]([O:24][CH3:25])=[O:23])[CH2:20][OH:21], predict the reaction product. (6) The product is: [CH:18]1[C:13]([CH:3]2[O:4][C:5]3[CH:6]=[C:7]([OH:12])[CH:8]=[C:9]([OH:11])[C:10]=3[CH2:1][CH:2]2[OH:22])=[CH:14][C:15]([OH:21])=[C:16]([OH:20])[CH:17]=1. Given the reactants [CH2:1]1[C:10]2[C:5](=[CH:6][C:7]([OH:12])=[CH:8][C:9]=2[OH:11])[O:4][C@H:3]([C:13]2[CH:18]=[C:17](O)[C:16]([OH:20])=[C:15]([OH:21])[CH:14]=2)[C@@H:2]1[O:22]C(C1C=C(O)C(O)=C(O)C=1)=O.N[C@H](C(=O)O)CC[S+](C)C[C@H]1O[C@@H](N2C3N=CN=C(N)C=3N=C2)[C@H](O)[C@@H]1O, predict the reaction product. (7) Given the reactants [NH:1]1[CH2:4][CH:3]([OH:5])[CH2:2]1.CCN(C(C)C)C(C)C.[Br:15][C:16]1[CH:21]=[CH:20][C:19]([S:22](Cl)(=[O:24])=[O:23])=[CH:18][CH:17]=1, predict the reaction product. The product is: [Br:15][C:16]1[CH:21]=[CH:20][C:19]([S:22]([N:1]2[CH2:4][CH:3]([OH:5])[CH2:2]2)(=[O:24])=[O:23])=[CH:18][CH:17]=1. (8) Given the reactants [Br:1][C:2]1[N:6]([CH:7]2[CH2:12][CH2:11][N:10]([C:13]([O:15][CH:16]([CH3:18])[CH3:17])=[O:14])[CH2:9][CH2:8]2)[N:5]=[CH:4][C:3]=1[C:19](OCC)=[O:20].CO.[OH-].[Na+], predict the reaction product. The product is: [Br:1][C:2]1[N:6]([CH:7]2[CH2:12][CH2:11][N:10]([C:13]([O:15][CH:16]([CH3:18])[CH3:17])=[O:14])[CH2:9][CH2:8]2)[N:5]=[CH:4][C:3]=1[CH2:19][OH:20]. (9) Given the reactants [CH:1]1([C:9]([N:11]2[CH2:16][CH2:15][N:14]([CH:17]3[CH2:20][CH2:19][CH2:18]3)[CH2:13][CH2:12]2)=[O:10])[C:3]2([CH2:8][CH2:7][NH:6][CH2:5][CH2:4]2)[CH2:2]1.Cl.Cl[CH2:23][CH2:24][N:25]1[CH2:30][CH2:29][O:28][CH2:27][CH2:26]1.C1COCC1, predict the reaction product. The product is: [CH:17]1([N:14]2[CH2:15][CH2:16][N:11]([C:9]([CH:1]3[C:3]4([CH2:8][CH2:7][N:6]([CH2:23][CH2:24][N:25]5[CH2:30][CH2:29][O:28][CH2:27][CH2:26]5)[CH2:5][CH2:4]4)[CH2:2]3)=[O:10])[CH2:12][CH2:13]2)[CH2:18][CH2:19][CH2:20]1. (10) Given the reactants [CH3:1][C:2]1[N:7]=[CH:6][C:5]([C:8]2[N:9]=[C:10]3[CH2:24][CH2:23][CH2:22][N:21]([CH2:25][CH2:26][CH2:27][CH2:28][CH2:29][CH2:30][C:31]([O:33][CH2:34][CH3:35])=[O:32])[C:11]3=[N:12][C:13]=2[C:14]2[CH:15]=N[C:17]([CH3:20])=[CH:18][CH:19]=2)=[CH:4][CH:3]=1.B(O)(O)[C:37]1C=CC(C)=CC=1.C(=O)([O-])[O-].[Na+].[Na+].N#N, predict the reaction product. The product is: [CH3:1][C:2]1[N:7]=[CH:6][C:5]([C:8]2[N:9]=[C:10]3[CH2:24][CH2:23][CH2:22][N:21]([CH2:25][CH2:26][CH2:27][CH2:28][CH2:29][CH2:30][C:31]([O:33][CH2:34][CH3:35])=[O:32])[C:11]3=[N:12][C:13]=2[C:14]2[CH:19]=[CH:18][C:17]([CH3:37])=[CH:20][CH:15]=2)=[CH:4][CH:3]=1.